Dataset: Forward reaction prediction with 1.9M reactions from USPTO patents (1976-2016). Task: Predict the product of the given reaction. (1) Given the reactants [Cl:1][C:2]1[CH:3]=[C:4]([N:9]2[C:13](=[O:14])[C:12](=[O:15])[N:11]=[C:10]2SC)[CH:5]=[CH:6][C:7]=1[Cl:8].[CH:18]([NH:21][C:22]([NH:24][C:25]([CH2:27][CH3:28])=[O:26])=[NH:23])([CH3:20])[CH3:19], predict the reaction product. The product is: [Cl:1][C:2]1[CH:3]=[C:4]([N:9]2[C:13](=[O:14])[C:12](=[O:15])[NH:11][C:10]2=[N:23][C:22]([NH:21][CH:18]([CH3:19])[CH3:20])=[N:24][C:25]([CH2:27][CH3:28])=[O:26])[CH:5]=[CH:6][C:7]=1[Cl:8]. (2) Given the reactants [Cl:1][C:2]1[CH:3]=[C:4]2[C:9](=[CH:10][CH:11]=1)[CH:8]=[C:7]([S:12]([N:15]1[CH2:20][CH2:19][N:18]([CH2:21][C:22]3([NH:35][C:36]([O:38][CH2:39][CH3:40])=[O:37])[CH2:27][CH2:26][N:25]([C:28]4[CH:33]=[CH:32][N:31]=[C:30]([CH3:34])[CH:29]=4)[CH2:24][CH2:23]3)[C:17](=[O:41])[CH2:16]1)(=[O:14])=[O:13])[CH:6]=[CH:5]2.Cl, predict the reaction product. The product is: [ClH:1].[Cl:1][C:2]1[CH:3]=[C:4]2[C:9](=[CH:10][CH:11]=1)[CH:8]=[C:7]([S:12]([N:15]1[CH2:20][CH2:19][N:18]([CH2:21][C:22]3([NH:35][C:36]([O:38][CH2:39][CH3:40])=[O:37])[CH2:27][CH2:26][N:25]([C:28]4[CH:33]=[CH:32][N:31]=[C:30]([CH3:34])[CH:29]=4)[CH2:24][CH2:23]3)[C:17](=[O:41])[CH2:16]1)(=[O:14])=[O:13])[CH:6]=[CH:5]2.